From a dataset of Catalyst prediction with 721,799 reactions and 888 catalyst types from USPTO. Predict which catalyst facilitates the given reaction. (1) Reactant: [Br:1][C:2]1[C:3](Cl)=[CH:4][C:5](=[O:9])[N:6]([CH3:8])[CH:7]=1.[CH:11]1([CH2:14][NH2:15])[CH2:13][CH2:12]1. Product: [Br:1][C:2]1[C:3]([NH:15][CH2:14][CH:11]2[CH2:13][CH2:12]2)=[CH:4][C:5](=[O:9])[N:6]([CH3:8])[CH:7]=1. The catalyst class is: 12. (2) Reactant: [CH3:1][O:2][C:3]1[CH:8]=[CH:7][CH:6]=[CH:5][C:4]=1[C:9]1[C:19]2[O:18][CH2:17][CH2:16][N:15](C(OC(C)(C)C)=O)[CH2:14][C:13]=2[CH:12]=[CH:11][CH:10]=1.C(OCC)(=O)C.[ClH:33]. Product: [ClH:33].[CH3:1][O:2][C:3]1[CH:8]=[CH:7][CH:6]=[CH:5][C:4]=1[C:9]1[C:19]2[O:18][CH2:17][CH2:16][NH:15][CH2:14][C:13]=2[CH:12]=[CH:11][CH:10]=1. The catalyst class is: 13. (3) Reactant: [CH3:1][CH2:2][CH2:3][CH2:4][CH2:5][CH2:6][CH2:7][CH2:8]/[CH:9]=[CH:10]\[CH2:11][CH2:12][CH2:13][CH2:14][CH2:15][CH2:16][CH2:17][C:18]([O:20][CH2:21][CH:22](COC(CCCCCCC/C=C\CCCCCCCC)=O)OC(CCCCCCC/C=C\CCCCCCCC)=O)=[O:19]. Product: [C:18]([O:20][CH2:21][CH3:22])(=[O:19])[CH2:17][CH2:16][CH2:15][CH2:14][CH2:13][CH2:12][CH2:11]/[CH:10]=[CH:9]\[CH2:8][CH2:7][CH2:6][CH2:5][CH2:4][CH2:3][CH2:2][CH3:1]. The catalyst class is: 8.